From a dataset of Forward reaction prediction with 1.9M reactions from USPTO patents (1976-2016). Predict the product of the given reaction. Given the reactants OO.[C:3]([O:22][CH:23]1[CH2:28][C:27]([CH3:30])([CH3:29])[N:26]([OH:31])[C:25]([CH3:33])([CH3:32])[CH2:24]1)(=[O:21])[CH2:4][CH2:5][CH2:6][CH2:7][CH2:8][CH2:9][CH2:10][CH2:11][CH2:12][CH2:13][CH2:14][CH2:15][CH2:16][CH2:17][CH2:18][CH2:19][CH3:20].S([O-])([O-])=O.[Na+].[Na+].[C:40]([OH:44])([CH3:43])([CH3:42])[CH3:41], predict the reaction product. The product is: [C:3]([O:22][CH:23]1[CH2:28][C:27]([CH3:30])([CH3:29])[N:26]([O:31][CH2:41][C:40]([CH3:43])([OH:44])[CH2:42][O:31][N:26]2[C:27]([CH3:29])([CH3:30])[CH2:28][CH:23]([O:22][C:3](=[O:21])[CH2:4][CH2:5][CH2:6][CH2:7][CH2:8][CH2:9][CH2:10][CH2:11][CH2:12][CH2:13][CH2:14][CH2:15][CH2:16][CH2:17][CH2:18][CH2:19][CH3:20])[CH2:24][C:25]2([CH3:32])[CH3:33])[C:25]([CH3:32])([CH3:33])[CH2:24]1)(=[O:21])[CH2:4][CH2:5][CH2:6][CH2:7][CH2:8][CH2:9][CH2:10][CH2:11][CH2:12][CH2:13][CH2:14][CH2:15][CH2:16][CH2:17][CH2:18][CH2:19][CH3:20].